This data is from Full USPTO retrosynthesis dataset with 1.9M reactions from patents (1976-2016). The task is: Predict the reactants needed to synthesize the given product. (1) Given the product [CH2:1]([O:3][C:4]([C:5]1[C:9]([CH3:10])=[N:15][N:14]([C:16]2[CH:17]=[CH:18][C:19]([C:20]([O:22][CH2:23][CH3:24])=[O:21])=[CH:25][CH:26]=2)[C:6]=1[CH3:7])=[O:12])[CH3:2], predict the reactants needed to synthesize it. The reactants are: [CH2:1]([O:3][C:4](=[O:12])[CH:5]([C:9](=O)[CH3:10])[C:6](=O)[CH3:7])[CH3:2].Cl.[NH:14]([C:16]1[CH:26]=[CH:25][C:19]([C:20]([O:22][CH2:23][CH3:24])=[O:21])=[CH:18][CH:17]=1)[NH2:15]. (2) Given the product [Cl:1][C:2]1[CH:3]=[C:4]([CH:9]([CH2:10][NH:11][CH3:12])[CH:17]([C:18]2[CH:19]=[CH:20][CH:21]=[CH:22][CH:23]=2)[OH:24])[CH:5]=[CH:6][C:7]=1[Cl:8], predict the reactants needed to synthesize it. The reactants are: [Cl:1][C:2]1[CH:3]=[C:4]([CH:9]([CH:17]([OH:24])[C:18]2[CH:23]=[CH:22][CH:21]=[CH:20][CH:19]=2)[CH2:10][NH:11][C:12](=O)OCC)[CH:5]=[CH:6][C:7]=1[Cl:8]. (3) Given the product [NH2:3][C:2]1[S:1][C:7]2[CH:8]=[C:9]([O:10][C:11]3[CH:12]=[CH:13][C:14]([CH3:31])=[C:15]([NH:17][C:18](=[O:30])[C:19]4[CH:24]=[CH:23][CH:22]=[C:21]([C:25]5([C:28]#[N:29])[CH2:26][CH2:27]5)[CH:20]=4)[CH:16]=3)[CH:32]=[CH:33][C:6]=2[N:5]=1, predict the reactants needed to synthesize it. The reactants are: [S-:1][C:2]#[N:3].[K+].[NH2:5][C:6]1[CH:33]=[CH:32][C:9]([O:10][C:11]2[CH:12]=[CH:13][C:14]([CH3:31])=[C:15]([NH:17][C:18](=[O:30])[C:19]3[CH:24]=[CH:23][CH:22]=[C:21]([C:25]4([C:28]#[N:29])[CH2:27][CH2:26]4)[CH:20]=3)[CH:16]=2)=[CH:8][CH:7]=1.BrBr. (4) Given the product [Br:1][C:2]1[CH:3]=[CH:4][C:5]([F:18])=[C:6]([C:8]2([CH:15]([F:17])[F:16])[CH2:9][O:10][CH2:11][C:12]([NH2:19])=[N:13]2)[CH:7]=1, predict the reactants needed to synthesize it. The reactants are: [Br:1][C:2]1[CH:3]=[CH:4][C:5]([F:18])=[C:6]([C:8]2([CH:15]([F:17])[F:16])[NH:13][C:12](=S)[CH2:11][O:10][CH2:9]2)[CH:7]=1.[NH3:19].CO. (5) The reactants are: [CH2:1]([O:8][CH2:9][CH2:10][CH2:11][CH2:12][CH2:13][CH2:14][N:15]1[CH2:20][CH2:19][C:18](=O)[CH2:17][CH2:16]1)[C:2]1[CH:7]=[CH:6][CH:5]=[CH:4][CH:3]=1.Cl.[NH2:23][OH:24]. Given the product [CH2:1]([O:8][CH2:9][CH2:10][CH2:11][CH2:12][CH2:13][CH2:14][N:15]1[CH2:20][CH2:19][C:18](=[N:23][OH:24])[CH2:17][CH2:16]1)[C:2]1[CH:7]=[CH:6][CH:5]=[CH:4][CH:3]=1, predict the reactants needed to synthesize it. (6) Given the product [C:32]1([CH2:38][C:39]#[C:40][C:2]2[N:22]=[CH:21][C:5]3[N:6]=[CH:7][N:8]([CH2:11][C:12]4[CH:20]=[CH:19][C:15]([C:16]([OH:18])=[O:17])=[CH:14][CH:13]=4)[C:9](=[O:10])[C:4]=3[CH:3]=2)[CH:37]=[CH:36][CH:35]=[CH:34][CH:33]=1, predict the reactants needed to synthesize it. The reactants are: I[C:2]1[N:22]=[CH:21][C:5]2[N:6]=[CH:7][N:8]([CH2:11][C:12]3[CH:20]=[CH:19][C:15]([C:16]([OH:18])=[O:17])=[CH:14][CH:13]=3)[C:9](=[O:10])[C:4]=2[CH:3]=1.C(N(C(C)C)CC)(C)C.[C:32]1([CH2:38][C:39]#[CH:40])[CH:37]=[CH:36][CH:35]=[CH:34][CH:33]=1.